This data is from Full USPTO retrosynthesis dataset with 1.9M reactions from patents (1976-2016). The task is: Predict the reactants needed to synthesize the given product. (1) Given the product [Cl:8][C:6]1[N:5]=[N:4][C:3]([O:20][C:14]2[C:15]([CH3:19])=[CH:16][CH:17]=[CH:18][C:13]=2[CH:10]2[CH2:11][CH2:12]2)=[C:2]([OH:1])[CH:7]=1, predict the reactants needed to synthesize it. The reactants are: [OH:1][C:2]1[CH:7]=[C:6]([Cl:8])[N:5]=[N:4][C:3]=1Cl.[CH:10]1([C:13]2[CH:18]=[CH:17][CH:16]=[C:15]([CH3:19])[C:14]=2[OH:20])[CH2:12][CH2:11]1.C(N(CCCC)CCCC)CCC.[OH-].[K+].Cl. (2) Given the product [N+:1]([C:4]1[CH:12]=[C:11]([NH2:13])[CH:10]=[CH:9][C:5]=1[C:6]([O:8][CH3:14])=[O:7])([O-:3])=[O:2], predict the reactants needed to synthesize it. The reactants are: [N+:1]([C:4]1[CH:12]=[C:11]([NH2:13])[CH:10]=[CH:9][C:5]=1[C:6]([OH:8])=[O:7])([O-:3])=[O:2].[CH2:14](Cl)Cl.CO. (3) Given the product [NH2:18][CH2:16][C@H:15]([NH:14][C:12]1[CH:11]=[CH:10][N:9]=[C:8]([C:6]2[CH:7]=[C:2]([Cl:1])[CH:3]=[CH:4][C:5]=2[OH:21])[N:13]=1)[CH2:19][CH3:20], predict the reactants needed to synthesize it. The reactants are: [Cl:1][C:2]1[CH:3]=[CH:4][C:5]([OH:21])=[C:6]([C:8]2[N:13]=[C:12]([NH:14][C@H:15]([CH2:19][CH3:20])[C:16]([NH2:18])=O)[CH:11]=[CH:10][N:9]=2)[CH:7]=1.B.C1COCC1. (4) Given the product [CH3:22][NH:23][C:24]1[S:25][C:2]([C:16]2[CH:21]=[CH:20][CH:19]=[CH:18][CH:17]=2)=[C:3]([C:5]2[CH:6]=[CH:7][C:8]3[O:13][CH2:12][C:11](=[O:14])[NH:10][C:9]=3[CH:15]=2)[N:26]=1, predict the reactants needed to synthesize it. The reactants are: Br[CH:2]([C:16]1[CH:21]=[CH:20][CH:19]=[CH:18][CH:17]=1)[C:3]([C:5]1[CH:6]=[CH:7][C:8]2[O:13][CH2:12][C:11](=[O:14])[NH:10][C:9]=2[CH:15]=1)=O.[CH3:22][NH:23][C:24]([NH2:26])=[S:25]. (5) Given the product [CH2:31]([O:30][C:28]([NH:32][CH:4]([CH2:15][CH2:16][CH2:17][CH2:18][CH2:19][CH2:20][CH2:21][CH2:22][CH2:23][CH2:24][CH2:25][CH3:26])[CH2:5][CH2:6][P:7](=[O:14])([O:8][CH2:9][CH3:10])[O:11][CH2:12][CH3:13])=[O:29])[C:37]1[CH:42]=[CH:41][CH:40]=[CH:39][CH:38]=1, predict the reactants needed to synthesize it. The reactants are: C([CH:4]([CH2:15][CH2:16][CH2:17][CH2:18][CH2:19][CH2:20][CH2:21][CH2:22][CH2:23][CH2:24][CH2:25][CH3:26])[CH2:5][CH2:6][P:7](=[O:14])([O:11][CH2:12][CH3:13])[O:8][CH2:9][CH3:10])(O)=O.Cl[C:28]([O:30][CH3:31])=[O:29].[N-:32]=[N+]=[N-].[Na+].C(O)[C:37]1[CH:42]=[CH:41][CH:40]=[CH:39][CH:38]=1. (6) Given the product [C:1]([O:5][C:6]([N:8]([C:20]([O:22][C:23]([CH3:26])([CH3:25])[CH3:24])=[O:21])[C:9]1[C:10]([C:16]([O:18][CH3:19])=[O:17])=[N:11][C:12]([O:32][CH3:30])=[CH:13][N:14]=1)=[O:7])([CH3:4])([CH3:3])[CH3:2], predict the reactants needed to synthesize it. The reactants are: [C:1]([O:5][C:6]([N:8]([C:20]([O:22][C:23]([CH3:26])([CH3:25])[CH3:24])=[O:21])[C:9]1[C:10]([C:16]([O:18][CH3:19])=[O:17])=[N:11][C:12](Br)=[CH:13][N:14]=1)=[O:7])([CH3:4])([CH3:3])[CH3:2].C[O-].[Na+].[C:30](OCC)(=[O:32])C.